Dataset: Peptide-MHC class I binding affinity with 185,985 pairs from IEDB/IMGT. Task: Regression. Given a peptide amino acid sequence and an MHC pseudo amino acid sequence, predict their binding affinity value. This is MHC class I binding data. The peptide sequence is IMKTPGNTDA. The MHC is HLA-A02:01 with pseudo-sequence HLA-A02:01. The binding affinity (normalized) is 0.154.